From a dataset of Catalyst prediction with 721,799 reactions and 888 catalyst types from USPTO. Predict which catalyst facilitates the given reaction. (1) Reactant: [C:1]1([CH2:7][CH2:8][CH2:9][CH2:10][CH2:11]O)[CH:6]=[CH:5][CH:4]=[CH:3][CH:2]=1.[BrH:13]. Product: [Br:13][CH2:11][CH2:10][CH2:9][CH2:8][CH2:7][C:1]1[CH:6]=[CH:5][CH:4]=[CH:3][CH:2]=1. The catalyst class is: 13. (2) Reactant: C([O:8][C:9]([C:11]1[C:12]([CH:24]([CH3:26])[CH3:25])=[N:13][N:14]2[C:19]([O:20][CH3:21])=[CH:18][CH:17]=[C:16]([CH2:22][OH:23])[C:15]=12)=[O:10])C1C=CC=CC=1.[OH-].[K+].O. Product: [OH:23][CH2:22][C:16]1[C:15]2[N:14]([N:13]=[C:12]([CH:24]([CH3:26])[CH3:25])[C:11]=2[C:9]([OH:10])=[O:8])[C:19]([O:20][CH3:21])=[CH:18][CH:17]=1. The catalyst class is: 8. (3) Reactant: [NH2:1][CH2:2][C@@H:3]([NH:21][C:22](=[O:34])[C:23]1[CH:28]=[CH:27][C:26]([O:29][CH:30]([CH3:32])[CH3:31])=[C:25]([Cl:33])[CH:24]=1)[CH2:4][C:5]1[CH:10]=[CH:9][C:8]([C:11]2[N:12]=[C:13]3[C:18]([Br:19])=[CH:17][CH:16]=[CH:15][N:14]3[CH:20]=2)=[CH:7][CH:6]=1.CC(OC([NH:42][C@@H:43]([C:45](O)=[O:46])[CH3:44])=O)(C)C.CCN=C=NCCCN(C)C.Cl. Product: [NH2:42][C@@H:43]([C:45]([NH:1][CH2:2][C@@H:3]([NH:21][C:22](=[O:34])[C:23]1[CH:28]=[CH:27][C:26]([O:29][CH:30]([CH3:32])[CH3:31])=[C:25]([Cl:33])[CH:24]=1)[CH2:4][C:5]1[CH:10]=[CH:9][C:8]([C:11]2[N:12]=[C:13]3[C:18]([Br:19])=[CH:17][CH:16]=[CH:15][N:14]3[CH:20]=2)=[CH:7][CH:6]=1)=[O:46])[CH3:44]. The catalyst class is: 135. (4) Reactant: [C:1]([O:5][C@@H:6]([C:11]1[C:40]([CH3:41])=[CH:39][C:38]2=[N:42][C:35]3=[CH:36][N:37]2[C:12]=1[N:13]1[CH2:48][CH2:47][C:16]([CH3:49])([O:17][CH2:18][CH2:19][CH2:20][CH2:21][C@H:22]([CH3:46])[O:23][C:24]2[CH:25]=[C:26]([F:45])[C:27]([F:44])=[CH:28][C:29]=2[C:30]2[CH:43]=[C:34]3[CH:33]=[CH:32][CH:31]=2)[CH2:15][CH2:14]1)[C:7]([O:9]C)=[O:8])([CH3:4])([CH3:3])[CH3:2].[F:50][B-](F)(F)F.ClC1C=CC=C(Cl)[N+]=1F.O.O[Li].O. Product: [C:1]([O:5][C@@H:6]([C:11]1[C:40]([CH3:41])=[CH:39][C:38]2=[N:42][C:35]3=[C:36]([F:50])[N:37]2[C:12]=1[N:13]1[CH2:48][CH2:47][C:16]([CH3:49])([O:17][CH2:18][CH2:19][CH2:20][CH2:21][C@H:22]([CH3:46])[O:23][C:24]2[CH:25]=[C:26]([F:45])[C:27]([F:44])=[CH:28][C:29]=2[C:30]2[CH:43]=[C:34]3[CH:33]=[CH:32][CH:31]=2)[CH2:15][CH2:14]1)[C:7]([OH:9])=[O:8])([CH3:4])([CH3:2])[CH3:3]. The catalyst class is: 23.